From a dataset of Catalyst prediction with 721,799 reactions and 888 catalyst types from USPTO. Predict which catalyst facilitates the given reaction. (1) Reactant: [B:1]([C:4]1[CH:12]=[CH:11][C:7]([C:8]([OH:10])=O)=[C:6]([F:13])[CH:5]=1)([OH:3])[OH:2].CN(C(ON1N=NC2C=CC=NC1=2)=[N+](C)C)C.F[P-](F)(F)(F)(F)F.[NH:38]1[CH2:43][CH2:42][O:41][CH2:40][CH2:39]1.Cl. Product: [F:13][C:6]1[CH:5]=[C:4]([B:1]([OH:2])[OH:3])[CH:12]=[CH:11][C:7]=1[C:8]([N:38]1[CH2:43][CH2:42][O:41][CH2:40][CH2:39]1)=[O:10]. The catalyst class is: 3. (2) Reactant: [NH:1]1[C:5]2[C:6]3[C:11]([CH2:12][C:4]=2[CH:3]=[N:2]1)=[CH:10][C:9]([CH:13]=[O:14])=[CH:8][CH:7]=3.[I:15]N1C(=O)CCC1=O. Product: [I:15][C:3]1[C:4]2[CH2:12][C:11]3[C:6](=[CH:7][CH:8]=[C:9]([CH:13]=[O:14])[CH:10]=3)[C:5]=2[NH:1][N:2]=1. The catalyst class is: 9. (3) Reactant: [N+:1]([C:4]1[C:14]([N+:15]([O-])=O)=[CH:13][C:12]2[CH:11]3[CH2:18][CH:7]([CH2:8][N:9]([C:19](=[O:24])[C:20]([F:23])([F:22])[F:21])[CH2:10]3)[C:6]=2[CH:5]=1)([O-])=O.C([O-])=O.[NH4+]. Product: [NH2:1][C:4]1[C:14]([NH2:15])=[CH:13][C:12]2[CH:11]3[CH2:18][CH:7]([CH2:8][N:9]([C:19](=[O:24])[C:20]([F:23])([F:21])[F:22])[CH2:10]3)[C:6]=2[CH:5]=1. The catalyst class is: 293. (4) Reactant: C([O:3][C:4](=[O:33])/[CH:5]=[C:6](/[CH:8]=[CH:9]/[C@@H:10]1[CH2:12][C@@:11]1([C:14]1[CH:15]=[C:16]([CH2:25][CH2:26][CH:27]([OH:32])[CH2:28][CH2:29][CH2:30][CH3:31])[C:17]2[O:21][CH2:20][C:19]([CH3:23])([CH3:22])[C:18]=2[CH:24]=1)[CH3:13])\[CH3:7])C.CO.O1CCCC1.[OH-].[Na+]. Product: [OH:32][CH:27]([CH2:28][CH2:29][CH2:30][CH3:31])[CH2:26][CH2:25][C:16]1[C:17]2[O:21][CH2:20][C:19]([CH3:23])([CH3:22])[C:18]=2[CH:24]=[C:14]([C@@:11]2([CH3:13])[CH2:12][C@H:10]2/[CH:9]=[CH:8]/[C:6](/[CH3:7])=[CH:5]/[C:4]([OH:33])=[O:3])[CH:15]=1. The catalyst class is: 47. (5) Reactant: [C:1]([O:9][CH2:10][CH2:11][N:12]1[C:20]2[C:19]([NH:21][C:22]3[CH:23]=[C:24]4[C:28](=[CH:29][CH:30]=3)[N:27]([CH2:31][CH:32]3[CH2:37][CH2:36][N:35](C(OC(C)(C)C)=O)[CH2:34][CH2:33]3)[CH:26]=[CH:25]4)=[N:18][CH:17]=[N:16][C:15]=2[CH:14]=[CH:13]1)(=[O:8])[C:2]1[CH:7]=[CH:6][CH:5]=[CH:4][CH:3]=1.[ClH:45].CO. Product: [ClH:45].[ClH:45].[C:1]([O:9][CH2:10][CH2:11][N:12]1[C:20]2[C:19]([NH:21][C:22]3[CH:23]=[C:24]4[C:28](=[CH:29][CH:30]=3)[N:27]([CH2:31][CH:32]3[CH2:33][CH2:34][NH:35][CH2:36][CH2:37]3)[CH:26]=[CH:25]4)=[N:18][CH:17]=[N:16][C:15]=2[CH:14]=[CH:13]1)(=[O:8])[C:2]1[CH:7]=[CH:6][CH:5]=[CH:4][CH:3]=1. The catalyst class is: 5.